This data is from Merck oncology drug combination screen with 23,052 pairs across 39 cell lines. The task is: Regression. Given two drug SMILES strings and cell line genomic features, predict the synergy score measuring deviation from expected non-interaction effect. (1) Synergy scores: synergy=2.47. Drug 2: CN(C)C(=N)N=C(N)N. Cell line: LOVO. Drug 1: O=S1(=O)NC2(CN1CC(F)(F)F)C1CCC2Cc2cc(C=CCN3CCC(C(F)(F)F)CC3)ccc2C1. (2) Drug 1: CN(C)C(=N)N=C(N)N. Drug 2: C#Cc1cccc(Nc2ncnc3cc(OCCOC)c(OCCOC)cc23)c1. Cell line: LOVO. Synergy scores: synergy=2.92. (3) Synergy scores: synergy=25.5. Drug 2: CCc1cnn2c(NCc3ccc[n+]([O-])c3)cc(N3CCCCC3CCO)nc12. Drug 1: C#Cc1cccc(Nc2ncnc3cc(OCCOC)c(OCCOC)cc23)c1. Cell line: LNCAP. (4) Drug 1: CN(Cc1cnc2nc(N)nc(N)c2n1)c1ccc(C(=O)NC(CCC(=O)O)C(=O)O)cc1. Drug 2: CS(=O)(=O)CCNCc1ccc(-c2ccc3ncnc(Nc4ccc(OCc5cccc(F)c5)c(Cl)c4)c3c2)o1. Cell line: OCUBM. Synergy scores: synergy=-7.78. (5) Drug 1: CN1C(=O)C=CC2(C)C3CCC4(C)C(NC(=O)OCC(F)(F)F)CCC4C3CCC12. Drug 2: C#Cc1cccc(Nc2ncnc3cc(OCCOC)c(OCCOC)cc23)c1. Cell line: MSTO. Synergy scores: synergy=12.6.